Dataset: TCR-epitope binding with 47,182 pairs between 192 epitopes and 23,139 TCRs. Task: Binary Classification. Given a T-cell receptor sequence (or CDR3 region) and an epitope sequence, predict whether binding occurs between them. (1) The epitope is YLQPRTFLL. The TCR CDR3 sequence is CATGGLNTGELFF. Result: 1 (the TCR binds to the epitope). (2) The epitope is KRWIILGLNK. The TCR CDR3 sequence is CSARTSDFEQFF. Result: 1 (the TCR binds to the epitope).